Dataset: Reaction yield outcomes from USPTO patents with 853,638 reactions. Task: Predict the reaction yield, written as a fraction of the theoretical maximum amount of product (1.0 means a 100% yield; for example, 0.34 means a 34% yield). (1) The reactants are O=C1C2C(=CC=CC=2)C(=O)[N:3]1[CH2:12][CH2:13][C:14]1[C:15]([C:24]([O:26]C)=O)=[CH:16][C:17]([O:20][CH:21]([CH3:23])[CH3:22])=[N:18][CH:19]=1.O.NN. The catalyst is CCO. The product is [CH3:22][CH:21]([O:20][C:17]1[CH:16]=[C:15]2[C:14]([CH2:13][CH2:12][NH:3][C:24]2=[O:26])=[CH:19][N:18]=1)[CH3:23]. The yield is 0.960. (2) The reactants are [C:1]([O-:4])(=[O:3])[CH3:2].[K+].[CH3:6][C:7]1[C:12]([CH3:13])=[C:11]([N+]([O-])=O)[CH:10]=[CH:9][N:8]=1.CCOCC. The catalyst is C(OC(=O)C)(=O)C. The product is [C:1]([O:4][C:11]1[CH:10]=[CH:9][N:8]=[C:7]([CH3:6])[C:12]=1[CH3:13])(=[O:3])[CH3:2]. The yield is 0.910. (3) The reactants are N([O-])=O.[Na+].[CH2:5]([N:11]1C[CH:15]2[CH:13]([C:14]2([C:18]2[CH:19]=[C:20](N)[CH:21]=[CH:22][CH:23]=2)[CH3:17])[CH2:12]1)[CH2:6][CH2:7][CH2:8][CH2:9][CH3:10].[I-:25].[K+].[C:27](=[O:30])([O-])O.[Na+]. The catalyst is O.Cl. The product is [CH2:5]([N:11]1[CH2:12][CH:13]2[CH:15]([C:14]2([C:18]2[CH:23]=[CH:22][CH:21]=[C:20]([I:25])[CH:19]=2)[CH3:17])[C:27]1=[O:30])[CH2:6][CH2:7][CH2:8][CH2:9][CH3:10]. The yield is 0.240. (4) The reactants are [C:1]([OH:9])(=O)[C:2]1[CH:7]=[CH:6][CH:5]=[N:4][CH:3]=1.C(Cl)(=O)C(Cl)=O.[NH2:16][CH2:17][CH2:18][NH:19][C:20](=[O:26])[O:21][C:22]([CH3:25])([CH3:24])[CH3:23].CCN(CC)CC. The catalyst is C(Cl)Cl.CN(C=O)C. The product is [C:1]([NH:16][CH2:17][CH2:18][NH:19][C:20](=[O:26])[O:21][C:22]([CH3:24])([CH3:23])[CH3:25])(=[O:9])[C:2]1[CH:7]=[CH:6][CH:5]=[N:4][CH:3]=1. The yield is 0.740. (5) The reactants are [N:1]12[CH2:8][CH2:7][CH:4]([CH2:5][CH2:6]1)[C@@H:3]([O:9][C:10](=[O:26])[C:11]([C:19]1[CH:24]=[CH:23][C:22]([CH3:25])=[CH:21][CH:20]=1)([NH2:18])C1C=CC=CC=1)[CH2:2]2.[Br:27][CH2:28][C:29]([C:31]1[CH:36]=[CH:35][CH:34]=[CH:33][CH:32]=1)=[O:30]. The catalyst is C(#N)C. The product is [Br-:27].[O:30]=[C:29]([C:31]1[CH:36]=[CH:35][CH:34]=[CH:33][CH:32]=1)[CH2:28][N+:1]12[CH2:6][CH2:5][CH:4]([CH2:7][CH2:8]1)[C@@H:3]([O:9][C:10](=[O:26])[CH:11]([C:19]1[CH:20]=[CH:21][C:22]([CH3:25])=[CH:23][C:24]=1[C:19]1[CH:24]=[CH:23][CH:22]=[CH:21][CH:20]=1)[NH2:18])[CH2:2]2. The yield is 0.320. (6) The reactants are C1C=C[NH+]=CC=1.[O-][Cr](Cl)(=O)=O.[Br:12][C:13]1[CH:18]=[CH:17][C:16]([CH:19]([OH:28])[CH2:20][CH2:21][CH:22]2[O:27][CH2:26][CH2:25][CH2:24][O:23]2)=[CH:15][CH:14]=1. The catalyst is ClCCl. The product is [Br:12][C:13]1[CH:18]=[CH:17][C:16]([C:19](=[O:28])[CH2:20][CH2:21][CH:22]2[O:23][CH2:24][CH2:25][CH2:26][O:27]2)=[CH:15][CH:14]=1. The yield is 0.860. (7) The reactants are [C:1]([O:5][C:6]([C@@H:8]([CH2:30][C:31]1[CH:36]=[CH:35][CH:34]=[CH:33][CH:32]=1)[C:9]([N:11]1[C:19]2[CH:18]=[C:17]([C:20]3[CH:25]=[CH:24][N:23]=[CH:22][CH:21]=3)[CH:16]=[C:15]([C:26]([O:28]C)=O)[C:14]=2[CH2:13][CH2:12]1)=[O:10])=[O:7])([CH3:4])([CH3:3])[CH3:2].[NH2:37][NH2:38]. The catalyst is CCO. The product is [C:1]([O:5][C:6]([C@@H:8]([CH2:30][C:31]1[CH:32]=[CH:33][CH:34]=[CH:35][CH:36]=1)[C:9]([N:11]1[C:19]2[CH:18]=[C:17]([C:20]3[CH:25]=[CH:24][N:23]=[CH:22][CH:21]=3)[CH:16]=[C:15]([C:26]([NH:37][NH2:38])=[O:28])[C:14]=2[CH2:13][CH2:12]1)=[O:10])=[O:7])([CH3:3])([CH3:2])[CH3:4]. The yield is 0.740. (8) The reactants are [CH3:1][O:2][C:3]1[CH:4]=[C:5]2[C:10](=[CH:11][C:12]=1[O:13][CH3:14])[N:9]=[CH:8][N:7]=[C:6]2[O:15][C:16]1[C:17]([F:24])=[CH:18][C:19]([F:23])=[C:20]([CH:22]=1)[NH2:21].[C:25]([C:29]1[CH:33]=[C:32]([NH:34][C:35](=O)[O:36]C2C=CC=CC=2)[N:31]([C:44]2[CH:49]=[CH:48][C:47]([CH3:50])=[CH:46][CH:45]=2)[N:30]=1)([CH3:28])([CH3:27])[CH3:26]. No catalyst specified. The product is [C:25]([C:29]1[CH:33]=[C:32]([NH:34][C:35]([NH:21][C:20]2[CH:22]=[C:16]([O:15][C:6]3[C:5]4[C:10](=[CH:11][C:12]([O:13][CH3:14])=[C:3]([O:2][CH3:1])[CH:4]=4)[N:9]=[CH:8][N:7]=3)[C:17]([F:24])=[CH:18][C:19]=2[F:23])=[O:36])[N:31]([C:44]2[CH:49]=[CH:48][C:47]([CH3:50])=[CH:46][CH:45]=2)[N:30]=1)([CH3:28])([CH3:27])[CH3:26]. The yield is 0.960. (9) The reactants are FC(F)(F)S(O[C:7]1[C:16]2[C:15]([CH3:18])([CH3:17])[CH2:14][CH2:13][C:12]([CH3:20])([CH3:19])[C:11]=2[CH:10]=[C:9]([CH:21]=[O:22])[CH:8]=1)(=O)=O.[C:25]([C:29]1[CH:34]=[CH:33][C:32](B(O)O)=[CH:31][CH:30]=1)([CH3:28])([CH3:27])[CH3:26].[Cl-].[Li+].C(=O)([O-])[O-].[K+].[K+]. The catalyst is C1C=CC([P]([Pd]([P](C2C=CC=CC=2)(C2C=CC=CC=2)C2C=CC=CC=2)([P](C2C=CC=CC=2)(C2C=CC=CC=2)C2C=CC=CC=2)[P](C2C=CC=CC=2)(C2C=CC=CC=2)C2C=CC=CC=2)(C2C=CC=CC=2)C2C=CC=CC=2)=CC=1. The product is [C:25]([C:29]1[CH:34]=[CH:33][C:32]([C:7]2[C:16]3[C:15]([CH3:17])([CH3:18])[CH2:14][CH2:13][C:12]([CH3:20])([CH3:19])[C:11]=3[CH:10]=[C:9]([CH:21]=[O:22])[CH:8]=2)=[CH:31][CH:30]=1)([CH3:28])([CH3:27])[CH3:26]. The yield is 0.650. (10) The reactants are O[CH2:2][C:3]([C:5]1[CH:10]=[CH:9][CH:8]=[CH:7][CH:6]=1)=[O:4].[CH3:11][C:12]1N=CS[C:16]=1C=O.O(C)[Na].[CH2:22]1[CH2:26]O[CH2:24][CH2:23]1. No catalyst specified. The product is [C:22]1([CH:26]=[CH:2][C:3]([C:5]2[CH:10]=[CH:9][CH:8]=[CH:7][CH:6]=2)=[O:4])[CH:16]=[CH:12][CH:11]=[CH:24][CH:23]=1. The yield is 0.0520.